Dataset: Forward reaction prediction with 1.9M reactions from USPTO patents (1976-2016). Task: Predict the product of the given reaction. (1) Given the reactants FC(F)(F)C(O)=O.[Cl:8][C:9]1[N:10]=[CH:11][N:12]([C:14]2[CH:19]=[CH:18][C:17]([NH:20][C:21]3[N:38]=[C:24]4[CH:25]([C:30]5[CH:35]=[CH:34][C:33]([F:36])=[CH:32][C:31]=5[F:37])[CH2:26][CH2:27][CH2:28][CH2:29][N:23]4[N:22]=3)=[CH:16][C:15]=2[O:39][CH3:40])[CH:13]=1.CO, predict the reaction product. The product is: [Cl:8][C:9]1[N:10]=[CH:11][N:12]([C:14]2[CH:19]=[CH:18][C:17]([NH:20][C:21]3[N:38]=[C:24]4[C@@H:25]([C:30]5[CH:35]=[CH:34][C:33]([F:36])=[CH:32][C:31]=5[F:37])[CH2:26][CH2:27][CH2:28][CH2:29][N:23]4[N:22]=3)=[CH:16][C:15]=2[O:39][CH3:40])[CH:13]=1. (2) Given the reactants [NH2:1][C:2]1[CH:3]=[C:4]([CH:8]=[C:9]([O:11][CH3:12])[CH:10]=1)[C:5]([OH:7])=O.[O:13]1[CH2:18][CH2:17][N:16]([CH2:19][CH2:20][NH2:21])[CH2:15][CH2:14]1.CCN(C(C)C)C(C)C.CN(C(ON1N=NC2C=CC=NC1=2)=[N+](C)C)C.F[P-](F)(F)(F)(F)F, predict the reaction product. The product is: [NH2:1][C:2]1[CH:3]=[C:4]([CH:8]=[C:9]([O:11][CH3:12])[CH:10]=1)[C:5]([NH:21][CH2:20][CH2:19][N:16]1[CH2:17][CH2:18][O:13][CH2:14][CH2:15]1)=[O:7]. (3) The product is: [CH2:1]([O:5][CH2:6][CH2:7][O:8][C:9]1[CH:10]=[CH:11][C:12]([C:15]2[CH:16]=[C:17](/[CH:26]=[CH:27]/[C:28]([OH:30])=[O:29])[C:18]([N:21]3[CH2:25][CH2:24][CH2:23][CH2:22]3)=[N:19][CH:20]=2)=[CH:13][CH:14]=1)[CH2:2][CH2:3][CH3:4]. Given the reactants [CH2:1]([O:5][CH2:6][CH2:7][O:8][C:9]1[CH:14]=[CH:13][C:12]([C:15]2[CH:16]=[C:17](/[CH:26]=[CH:27]/[C:28]([O:30]CC)=[O:29])[C:18]([N:21]3[CH2:25][CH2:24][CH2:23][CH2:22]3)=[N:19][CH:20]=2)=[CH:11][CH:10]=1)[CH2:2][CH2:3][CH3:4].[OH-].[Na+].O.Cl, predict the reaction product. (4) Given the reactants C([N:8]1[CH2:13][CH2:12][CH:11]([N:14]2[C:19]3[N:20]=[C:21]([NH:24][CH:25]4[CH2:30][CH2:29][N:28]([C:31]([O:33][C:34]([CH3:37])([CH3:36])[CH3:35])=[O:32])[CH2:27][CH2:26]4)[N:22]=[CH:23][C:18]=3[CH:17]=[C:16]([C:38]3[CH:43]=[CH:42][CH:41]=[CH:40][C:39]=3[CH3:44])[C:15]2=[O:45])[CH2:10][CH2:9]1)C1C=CC=CC=1.[H][H], predict the reaction product. The product is: [CH3:44][C:39]1[CH:40]=[CH:41][CH:42]=[CH:43][C:38]=1[C:16]1[C:15](=[O:45])[N:14]([CH:11]2[CH2:12][CH2:13][NH:8][CH2:9][CH2:10]2)[C:19]2[N:20]=[C:21]([NH:24][CH:25]3[CH2:26][CH2:27][N:28]([C:31]([O:33][C:34]([CH3:37])([CH3:35])[CH3:36])=[O:32])[CH2:29][CH2:30]3)[N:22]=[CH:23][C:18]=2[CH:17]=1. (5) Given the reactants Br[C:2]1[CH:3]=[C:4]([C:9]([OH:11])=O)[CH:5]=[N:6][C:7]=1Cl.[N:12]1[CH:17]=[CH:16][CH:15]=[CH:14][C:13]=1[CH2:18][OH:19].[Cl:20][C:21]1[CH:26]=[CH:25][C:24](B(O)O)=[CH:23][CH:22]=1.[NH2:30][CH2:31][C:32]([CH3:37])([CH:34]1[CH2:36][CH2:35]1)[OH:33], predict the reaction product. The product is: [Cl:20][C:21]1[CH:26]=[CH:25][C:24]([C:2]2[C:7]([O:19][CH2:18][C:13]3[CH:14]=[CH:15][CH:16]=[CH:17][N:12]=3)=[N:6][CH:5]=[C:4]([CH:3]=2)[C:9]([NH:30][CH2:31][C:32]([CH:34]2[CH2:36][CH2:35]2)([OH:33])[CH3:37])=[O:11])=[CH:23][CH:22]=1. (6) Given the reactants [CH2:1]([O:8][CH2:9][CH2:10][C:11]1[C:12](O)=[N:13][CH:14]=[N:15][C:16]=1[CH3:17])[C:2]1[CH:7]=[CH:6][CH:5]=[CH:4][CH:3]=1.O=P(Cl)(Cl)[Cl:21], predict the reaction product. The product is: [CH2:1]([O:8][CH2:9][CH2:10][C:11]1[C:12]([Cl:21])=[N:13][CH:14]=[N:15][C:16]=1[CH3:17])[C:2]1[CH:7]=[CH:6][CH:5]=[CH:4][CH:3]=1. (7) Given the reactants C(OC([N:8]1[CH2:12][C:11](=[N:13][O:14][CH3:15])[CH2:10][C@H:9]1[C:16]([OH:18])=O)=O)(C)(C)C.[C:19]1([C:29]2[CH:34]=[CH:33][CH:32]=[CH:31][CH:30]=2)[CH:24]=[CH:23][C:22]([S:25](Cl)(=[O:27])=[O:26])=[CH:21][CH:20]=1.[NH2:35][C@@H:36]1[CH2:41][CH2:40][CH2:39][CH2:38][C@@H:37]1[CH2:42][OH:43], predict the reaction product. The product is: [C:19]1([C:29]2[CH:34]=[CH:33][CH:32]=[CH:31][CH:30]=2)[CH:24]=[CH:23][C:22]([S:25]([N:8]2[CH2:12][C:11](=[N:13][O:14][CH3:15])[CH2:10][C@H:9]2[C:16]([NH:35][C@@H:36]2[CH2:41][CH2:40][CH2:39][CH2:38][C@@H:37]2[CH2:42][OH:43])=[O:18])(=[O:27])=[O:26])=[CH:21][CH:20]=1.